Dataset: Full USPTO retrosynthesis dataset with 1.9M reactions from patents (1976-2016). Task: Predict the reactants needed to synthesize the given product. The reactants are: Cl.C1C2C(COC(NCCOCCOCCN)=O)C3C(=CC=CC=3)C=2C=CC=1.C[N+]1(C2N=C(OC)N=C(OC)N=2)CCOCC1.[Cl-].Cl.C[O:49][C:50](=[O:57])[C@H:51]([CH2:53][C:54](=[O:56])[NH2:55])[NH2:52].Cl. Given the product [NH2:52][C@H:51]([C:50]([OH:57])=[O:49])[CH2:53][C:54](=[O:56])[NH2:55], predict the reactants needed to synthesize it.